From a dataset of Catalyst prediction with 721,799 reactions and 888 catalyst types from USPTO. Predict which catalyst facilitates the given reaction. (1) Reactant: Br[C:2]1[CH:9]=[CH:8][C:5]([C:6]#[N:7])=[C:4]([CH3:10])[CH:3]=1.[Li]CCCC.[C:16](=[O:18])=[O:17]. Product: [C:6]([C:5]1[CH:8]=[CH:9][C:2]([C:16]([OH:18])=[O:17])=[CH:3][C:4]=1[CH3:10])#[N:7]. The catalyst class is: 1. (2) Reactant: [CH:1]([C:4]1[CH:9]=[CH:8][C:7]([C:10]2[N:14]([CH2:15][CH2:16][O:17][CH3:18])[C:13]3[C:19]([O:25][CH3:26])=[CH:20][C:21]([C:23]#[N:24])=[CH:22][C:12]=3[N:11]=2)=[CH:6][CH:5]=1)([CH3:3])[CH3:2].[H-].[H-].[H-].[H-].[Li+].[Al+3].CO.[OH-].[Na+]. Product: [CH:1]([C:4]1[CH:5]=[CH:6][C:7]([C:10]2[N:14]([CH2:15][CH2:16][O:17][CH3:18])[C:13]3[C:19]([O:25][CH3:26])=[CH:20][C:21]([CH2:23][NH2:24])=[CH:22][C:12]=3[N:11]=2)=[CH:8][CH:9]=1)([CH3:3])[CH3:2]. The catalyst class is: 1. (3) Reactant: C(O[C:9]1[C:14]([N+:15]([O-:17])=[O:16])=[C:13]([C:18]2[CH:23]=[CH:22][C:21]([O:24][CH3:25])=[CH:20][CH:19]=2)[CH:12]=[CH:11][N:10]=1)C1C=CC=CC=1.ClC1C([N+]([O-])=O)=C(C2C=CC(OC)=CC=2)C=C[N:28]=1.[OH-].[NH4+]. Product: [CH3:25][O:24][C:21]1[CH:22]=[CH:23][C:18]([C:13]2[CH:12]=[CH:11][N:10]=[C:9]([NH2:28])[C:14]=2[N+:15]([O-:17])=[O:16])=[CH:19][CH:20]=1. The catalyst class is: 574.